Dataset: Forward reaction prediction with 1.9M reactions from USPTO patents (1976-2016). Task: Predict the product of the given reaction. Given the reactants [CH:1]1([NH:7][C:8]2[CH:13]=[CH:12][C:11]([C:14]3[O:15][C:16]4[CH:22]=[CH:21][CH:20]=[CH:19][C:17]=4[N:18]=3)=[CH:10][C:9]=2[N+:23]([O-])=O)[CH2:6][CH2:5][CH2:4][CH2:3][CH2:2]1.[H][H].[CH:28](=O)[CH3:29].CN(C)C=O.OOS([O-])=O.[K+].C(=O)([O-])[O-].[K+].[K+], predict the reaction product. The product is: [O:15]1[C:16]2[CH:22]=[CH:21][CH:20]=[CH:19][C:17]=2[N:18]=[C:14]1[C:11]1[CH:12]=[CH:13][C:8]2[N:7]([CH:1]3[CH2:6][CH2:5][CH2:4][CH2:3][CH2:2]3)[C:28]([CH3:29])=[N:23][C:9]=2[CH:10]=1.